This data is from Catalyst prediction with 721,799 reactions and 888 catalyst types from USPTO. The task is: Predict which catalyst facilitates the given reaction. (1) Reactant: [NH2:1][C:2]1[C:3]([C:9]([NH2:11])=[O:10])=[N:4][C:5]([Cl:8])=[CH:6][CH:7]=1.Cl[C:13](Cl)([O:15]C(=O)OC(Cl)(Cl)Cl)Cl.O. Product: [Cl:8][C:5]1[CH:6]=[CH:7][C:2]2[NH:1][C:13](=[O:15])[NH:11][C:9](=[O:10])[C:3]=2[N:4]=1. The catalyst class is: 12. (2) Reactant: Cl.[N:2]1([CH2:7][C:8]2[CH:13]=[CH:12][C:11]([NH2:14])=[CH:10][CH:9]=2)[CH2:6][CH2:5][CH2:4][CH2:3]1.CCN(C(C)C)C(C)C.[C:24]([C:26]1[C:27](F)=[C:28]([CH:41]=[C:42]([F:45])[C:43]=1F)[C:29](/[C:31](=[CH:37]/OCC)/[C:32]([O:34][CH2:35][CH3:36])=[O:33])=[O:30])#[N:25].C1CCN2C(=NCCC2)CC1.[N:58]1[CH:63]=[CH:62][CH:61]=[CH:60][C:59]=1[N:64]1[CH2:69][CH2:68][NH:67][CH2:66][CH2:65]1. Product: [C:24]([C:26]1[C:43]([N:67]2[CH2:68][CH2:69][N:64]([C:59]3[CH:60]=[CH:61][CH:62]=[CH:63][N:58]=3)[CH2:65][CH2:66]2)=[C:42]([F:45])[CH:41]=[C:28]2[C:27]=1[N:14]([C:11]1[CH:10]=[CH:9][C:8]([CH2:7][N:2]3[CH2:6][CH2:5][CH2:4][CH2:3]3)=[CH:13][CH:12]=1)[CH:37]=[C:31]([C:32]([O:34][CH2:35][CH3:36])=[O:33])[C:29]2=[O:30])#[N:25]. The catalyst class is: 16.